Dataset: Peptide-MHC class I binding affinity with 185,985 pairs from IEDB/IMGT. Task: Regression. Given a peptide amino acid sequence and an MHC pseudo amino acid sequence, predict their binding affinity value. This is MHC class I binding data. (1) The peptide sequence is VYMDAVFEY. The MHC is HLA-A24:03 with pseudo-sequence HLA-A24:03. The binding affinity (normalized) is 0.489. (2) The peptide sequence is MTVDEVEDY. The MHC is HLA-A02:03 with pseudo-sequence HLA-A02:03. The binding affinity (normalized) is 0.0847. (3) The peptide sequence is IHDFVDKTL. The MHC is HLA-A80:01 with pseudo-sequence HLA-A80:01. The binding affinity (normalized) is 0.0847. (4) The peptide sequence is WLSVIWMMWY. The MHC is HLA-A02:01 with pseudo-sequence HLA-A02:01. The binding affinity (normalized) is 0.196. (5) The peptide sequence is FGALFMWLL. The MHC is HLA-A80:01 with pseudo-sequence HLA-A80:01. The binding affinity (normalized) is 0.0847.